Task: Predict the reactants needed to synthesize the given product.. Dataset: Full USPTO retrosynthesis dataset with 1.9M reactions from patents (1976-2016) (1) Given the product [F:19][C:20]1[CH:27]=[CH:26][C:23]([CH2:24][NH:25][C:12](=[O:14])[C:11]2[CH:15]=[CH:16][N:17]=[CH:18][C:10]=2[NH:9][C:3]2[CH:4]=[CH:5][C:6]([I:8])=[CH:7][C:2]=2[F:1])=[CH:22][CH:21]=1, predict the reactants needed to synthesize it. The reactants are: [F:1][C:2]1[CH:7]=[C:6]([I:8])[CH:5]=[CH:4][C:3]=1[NH:9][C:10]1[CH:18]=[N:17][CH:16]=[CH:15][C:11]=1[C:12]([OH:14])=O.[F:19][C:20]1[CH:27]=[CH:26][C:23]([CH2:24][NH2:25])=[CH:22][CH:21]=1. (2) Given the product [CH3:8][C:6]1[N:7]=[C:2]2[CH:15]=[C:14]([Si:11]([CH3:13])([CH3:12])[CH3:10])[O:9][C:3]2=[CH:4][CH:5]=1, predict the reactants needed to synthesize it. The reactants are: I[C:2]1[N:7]=[C:6]([CH3:8])[CH:5]=[CH:4][C:3]=1[OH:9].[CH3:10][Si:11]([C:14]#[CH:15])([CH3:13])[CH3:12]. (3) Given the product [NH:22]1[C:23]2[C:19](=[C:18]([CH2:17][NH:16][C:12]3[N:11]=[C:10]([NH:9][C:6]4[CH:5]=[C:4]([CH:1]5[CH2:2][CH2:3]5)[NH:8][N:7]=4)[CH:15]=[CH:14][N:13]=3)[CH:26]=[CH:25][CH:24]=2)[CH:20]=[N:21]1, predict the reactants needed to synthesize it. The reactants are: [CH:1]1([C:4]2[NH:8][N:7]=[C:6]([NH:9][C:10]3[CH:15]=[CH:14][N:13]=[C:12]([NH:16][CH2:17][C:18]4[CH:26]=[CH:25][CH:24]=[C:23]5[C:19]=4[CH:20]=[N:21][N:22]5C4CCCCO4)[N:11]=3)[CH:5]=2)[CH2:3][CH2:2]1.CC1C=CC(S(O)(=O)=O)=CC=1.O. (4) Given the product [Br:1][C:2]1[CH:15]=[CH:14][C:5]2[N:6]([CH3:13])[C:7](=[O:12])[N:8]([CH3:16])[S:9](=[O:10])(=[O:11])[C:4]=2[CH:3]=1, predict the reactants needed to synthesize it. The reactants are: [Br:1][C:2]1[CH:15]=[CH:14][C:5]2[N:6]([CH3:13])[C:7](=[O:12])[NH:8][S:9](=[O:11])(=[O:10])[C:4]=2[CH:3]=1.[CH3:16]CN(C(C)C)C(C)C.CI. (5) Given the product [CH3:2][C:3]1([CH3:5])[CH2:4][O:8][C:7]([C:9]2[C:10]3[CH2:25][CH2:24][CH2:23][CH2:22][C:11]=3[S:12][C:13]=2[NH:14][C:15](=[O:21])[O:16][C:17]([CH3:20])([CH3:19])[CH3:18])=[N:6]1, predict the reactants needed to synthesize it. The reactants are: O[CH2:2][C:3]([NH:6][C:7]([C:9]1[C:10]2[CH2:25][CH2:24][CH2:23][CH2:22][C:11]=2[S:12][C:13]=1[NH:14][C:15](=[O:21])[O:16][C:17]([CH3:20])([CH3:19])[CH3:18])=[O:8])([CH3:5])[CH3:4].CC[N+](S(N=C(OC)[O-])(=O)=O)(CC)CC.CCCCCCC.CCOC(C)=O. (6) The reactants are: Cl[C:2]1[C:7]([C:8]2[CH:13]=[CH:12][C:11]([F:14])=[CH:10][CH:9]=2)=[C:6]([C:15]2[CH:20]=[CH:19][N:18]=[CH:17][CH:16]=2)[N:5]=[C:4]([S:21][CH3:22])[N:3]=1.[NH2:23][NH2:24].O.[CH3:26]CO. Given the product [F:14][C:11]1[CH:12]=[CH:13][C:8]([C:7]2[C:2]3[N:3]([CH:26]=[N:23][N:24]=3)[C:4]([S:21][CH3:22])=[N:5][C:6]=2[C:15]2[CH:20]=[CH:19][N:18]=[CH:17][CH:16]=2)=[CH:9][CH:10]=1, predict the reactants needed to synthesize it. (7) Given the product [O:27]=[C:4]1[N:3]([CH2:28][CH2:29][CH3:30])[C:2]([C:36]#[N:37])=[N:10][C:9]2[N:8]=[C:7]([C:11]3[CH:12]=[N:13][N:14]([CH2:16][C:17]4[CH:22]=[CH:21][CH:20]=[C:19]([C:23]([F:26])([F:25])[F:24])[CH:18]=4)[CH:15]=3)[NH:6][C:5]1=2, predict the reactants needed to synthesize it. The reactants are: Cl[C:2]1[N:3]([CH2:28][CH2:29][CH3:30])[C:4](=[O:27])[C:5]2[NH:6][C:7]([C:11]3[CH:12]=[N:13][N:14]([CH2:16][C:17]4[CH:22]=[CH:21][CH:20]=[C:19]([C:23]([F:26])([F:25])[F:24])[CH:18]=4)[CH:15]=3)=[N:8][C:9]=2[N:10]=1.[C-]#N.[Na+].[Na+].[I-].[CH3:36][N:37](C=O)C.